This data is from Peptide-MHC class II binding affinity with 134,281 pairs from IEDB. The task is: Regression. Given a peptide amino acid sequence and an MHC pseudo amino acid sequence, predict their binding affinity value. This is MHC class II binding data. (1) The binding affinity (normalized) is 0.177. The MHC is HLA-DPA10301-DPB10402 with pseudo-sequence HLA-DPA10301-DPB10402. The peptide sequence is MKNIFMLTLFILIIT. (2) The peptide sequence is LHDLKIAIANIIDEI. The MHC is DRB1_1201 with pseudo-sequence DRB1_1201. The binding affinity (normalized) is 0.434.